From a dataset of Full USPTO retrosynthesis dataset with 1.9M reactions from patents (1976-2016). Predict the reactants needed to synthesize the given product. (1) Given the product [NH:25]1[CH2:26][CH:23]([S:20]([C:18]2[CH:17]=[CH:16][C:15]3[N:11]([CH2:10][CH:7]4[CH2:8][CH2:9][N:4]([C:1](=[O:3])[CH3:2])[CH2:5][CH2:6]4)[C:12]([CH2:34][C:35]([CH3:38])([CH3:37])[CH3:36])=[N:13][C:14]=3[CH:19]=2)(=[O:22])=[O:21])[CH2:24]1, predict the reactants needed to synthesize it. The reactants are: [C:1]([N:4]1[CH2:9][CH2:8][CH:7]([CH2:10][N:11]2[C:15]3[CH:16]=[CH:17][C:18]([S:20]([CH:23]4[CH2:26][N:25](C(OC(C)(C)C)=O)[CH2:24]4)(=[O:22])=[O:21])=[CH:19][C:14]=3[N:13]=[C:12]2[CH2:34][C:35]([CH3:38])([CH3:37])[CH3:36])[CH2:6][CH2:5]1)(=[O:3])[CH3:2].FC(F)(F)C(O)=O. (2) Given the product [CH2:8]([N:10]1[C:14]([O:15][C:16]2[CH:17]=[CH:18][C:19]([CH2:22][NH:7][CH2:6][CH:2]3[CH2:3][CH2:4][CH2:5][O:1]3)=[CH:20][CH:21]=2)=[CH:13][C:12]([C:24]2[CH:25]=[C:26]([C:30]([NH:33][S:34]([CH2:37][C:38]([F:41])([F:39])[F:40])(=[O:35])=[O:36])([CH3:32])[CH3:31])[CH:27]=[CH:28][CH:29]=2)=[N:11]1)[CH3:9], predict the reactants needed to synthesize it. The reactants are: [O:1]1[CH2:5][CH2:4][CH2:3][CH:2]1[CH2:6][NH2:7].[CH2:8]([N:10]1[C:14]([O:15][C:16]2[CH:21]=[CH:20][C:19]([CH:22]=O)=[CH:18][CH:17]=2)=[CH:13][C:12]([C:24]2[CH:25]=[C:26]([C:30]([NH:33][S:34]([CH2:37][C:38]([F:41])([F:40])[F:39])(=[O:36])=[O:35])([CH3:32])[CH3:31])[CH:27]=[CH:28][CH:29]=2)=[N:11]1)[CH3:9].